The task is: Regression. Given a peptide amino acid sequence and an MHC pseudo amino acid sequence, predict their binding affinity value. This is MHC class I binding data.. This data is from Peptide-MHC class I binding affinity with 185,985 pairs from IEDB/IMGT. (1) The peptide sequence is EGRFNDPVEI. The MHC is H-2-Db with pseudo-sequence H-2-Db. The binding affinity (normalized) is 0.0641. (2) The peptide sequence is LEACYKRSV. The MHC is HLA-A23:01 with pseudo-sequence HLA-A23:01. The binding affinity (normalized) is 0.0847. (3) The peptide sequence is KKGGDVINY. The MHC is HLA-A33:01 with pseudo-sequence HLA-A33:01. The binding affinity (normalized) is 0. (4) The peptide sequence is IFIRTIYYH. The MHC is HLA-B15:01 with pseudo-sequence HLA-B15:01. The binding affinity (normalized) is 0.0847. (5) The peptide sequence is DEYLCVNAT. The MHC is HLA-A02:03 with pseudo-sequence HLA-A02:03. The binding affinity (normalized) is 0. (6) The peptide sequence is GMLSSLHTL. The binding affinity (normalized) is 0.503. The MHC is HLA-A24:03 with pseudo-sequence HLA-A24:03. (7) The peptide sequence is MTKVDVELFI. The MHC is HLA-A02:01 with pseudo-sequence HLA-A02:01. The binding affinity (normalized) is 0.525. (8) The MHC is HLA-B07:02 with pseudo-sequence HLA-B07:02. The peptide sequence is KRIRLKHIF. The binding affinity (normalized) is 0.0847.